This data is from Catalyst prediction with 721,799 reactions and 888 catalyst types from USPTO. The task is: Predict which catalyst facilitates the given reaction. (1) Reactant: Cl.[CH:2]1([CH2:5][NH:6][C:7](=[O:15])[CH:8]=[C:9]2[CH2:14][CH2:13][NH:12][CH2:11][CH2:10]2)[CH2:4][CH2:3]1.[F:16][C:17]1[CH:31]=[CH:30][C:20]([CH:21](Cl)[C:22]2[CH:27]=[CH:26][C:25]([F:28])=[CH:24][CH:23]=2)=[CH:19][CH:18]=1.C([O-])([O-])=O.[K+].[K+]. Product: [F:16][C:17]1[CH:18]=[CH:19][C:20]([CH:21]([C:22]2[CH:27]=[CH:26][C:25]([F:28])=[CH:24][CH:23]=2)[N:12]2[CH2:13][CH2:14][C:9](=[CH:8][C:7]([NH:6][CH2:5][CH:2]3[CH2:4][CH2:3]3)=[O:15])[CH2:10][CH2:11]2)=[CH:30][CH:31]=1. The catalyst class is: 10. (2) Reactant: [C:1]([O:5][C:6]([N:8](C(OC(C)(C)C)=O)[C:9]1[CH:10]=[C:11]([CH:16]=[C:17]([Br:20])[C:18]=1[Cl:19])[C:12]([O:14][CH3:15])=[O:13])=[O:7])([CH3:4])([CH3:3])[CH3:2].C(O)(C(F)(F)F)=O.C([O-])(O)=O.[Na+]. Product: [Br:20][C:17]1[CH:16]=[C:11]([CH:10]=[C:9]([NH:8][C:6]([O:5][C:1]([CH3:4])([CH3:3])[CH3:2])=[O:7])[C:18]=1[Cl:19])[C:12]([O:14][CH3:15])=[O:13]. The catalyst class is: 2. (3) The catalyst class is: 4. Reactant: [N:1]1[CH:6]=[C:5]([CH3:7])[CH:4]=[C:3]([CH3:8])[C:2]=1[CH3:9].ClC1C=CC=C(C(OO)=[O:18])C=1. Product: [CH3:9][C:2]1[C:3]([CH3:8])=[CH:4][C:5]([CH3:7])=[CH:6][N+:1]=1[O-:18]. (4) Reactant: C[Mg]Br.[CH:4]1[C:16]2[NH:15][C:14]3[C:9](=[CH:10][CH:11]=[CH:12][CH:13]=3)[C:8]=2[CH:7]=[CH:6][CH:5]=1.[Cl-].[Cl-].[Cl-].[Cl-].[Zr+4:21]. Product: [C:13]1([Zr:21][C:13]2[C:14]3[NH:15][C:16]4[C:8](=[CH:7][CH:6]=[CH:5][CH:4]=4)[C:9]=3[CH:10]=[CH:11][CH:12]=2)[C:14]2[NH:15][C:16]3[C:8](=[CH:7][CH:6]=[CH:5][CH:4]=3)[C:9]=2[CH:10]=[CH:11][CH:12]=1. The catalyst class is: 28. (5) Reactant: [F-].C([N+](CCCC)(CCCC)CCCC)CCC.[Si]([O:36][CH2:37][CH2:38][O:39][CH2:40][C@H:41]([O:52][C:53]1[N:58]=[CH:57][N:56]=[C:55]2[N:59]([C:62]3[C:67]([C:68]#[N:69])=[CH:66][CH:65]=[CH:64][C:63]=3[Cl:70])[N:60]=[CH:61][C:54]=12)[C:42]([NH:44][C:45]1[CH:50]=[CH:49][C:48]([CH3:51])=[CH:47][N:46]=1)=[O:43])(C(C)(C)C)(C1C=CC=CC=1)C1C=CC=CC=1. Product: [Cl:70][C:63]1[CH:64]=[CH:65][CH:66]=[C:67]([C:68]#[N:69])[C:62]=1[N:59]1[C:55]2=[N:56][CH:57]=[N:58][C:53]([O:52][C@@H:41]([CH2:40][O:39][CH2:38][CH2:37][OH:36])[C:42]([NH:44][C:45]3[CH:50]=[CH:49][C:48]([CH3:51])=[CH:47][N:46]=3)=[O:43])=[C:54]2[CH:61]=[N:60]1. The catalyst class is: 1. (6) Reactant: [CH2:1]=[C:2]1[CH2:7][CH2:6][N:5]([C:8]([O:10][C:11]([CH3:14])([CH3:13])[CH3:12])=[O:9])[CH2:4][CH2:3]1.[Na+].[I-].C[Si](C)(C)[C:19](F)([F:21])[F:20]. Product: [F:20][C:19]1([F:21])[C:2]2([CH2:7][CH2:6][N:5]([C:8]([O:10][C:11]([CH3:14])([CH3:13])[CH3:12])=[O:9])[CH2:4][CH2:3]2)[CH2:1]1. The catalyst class is: 1. (7) Reactant: F[B-](F)(F)F.[N:6]1(OC(N(C)C)=[N+](C)C)[C:10]2[CH:11]=CC=C[C:9]=2N=N1.C(N(C(C)C)C(C)C)C.[Cl:32][C:33]1[CH:34]=[C:35]([N:40]2[C:44]3=[N:45][CH:46]=[C:47]([S:48]([N:51]4[CH2:54][CH2:53][C@H:52]4[C:55](O)=[O:56])(=[O:50])=[O:49])[N:43]3[C@:42]([CH3:71])([CH2:58][C:59]3[CH:64]=[CH:63][C:62]([C:65]4[CH:66]=[N:67][CH:68]=[N:69][CH:70]=4)=[CH:61][CH:60]=3)[C:41]2=[O:72])[CH:36]=[C:37]([Cl:39])[CH:38]=1.C(N)(C)C.[NH4+].[Cl-]. Product: [CH:10]([NH:6][C:55]([C@@H:52]1[CH2:53][CH2:54][N:51]1[S:48]([C:47]1[N:43]2[C@:42]([CH3:71])([CH2:58][C:59]3[CH:64]=[CH:63][C:62]([C:65]4[CH:70]=[N:69][CH:68]=[N:67][CH:66]=4)=[CH:61][CH:60]=3)[C:41](=[O:72])[N:40]([C:35]3[CH:34]=[C:33]([Cl:32])[CH:38]=[C:37]([Cl:39])[CH:36]=3)[C:44]2=[N:45][CH:46]=1)(=[O:50])=[O:49])=[O:56])([CH3:11])[CH3:9]. The catalyst class is: 2. (8) Reactant: C([O:3][C:4](=[O:39])[CH2:5][O:6][C@@H:7]1[C@@H:11]([NH:12][C:13]([C:15]2[S:16][C:17]([Cl:20])=[CH:18][CH:19]=2)=[O:14])[CH2:10][N:9]([CH2:21][C:22](=[O:38])[NH:23][C:24]2[CH:29]=[CH:28][C:27]([N:30]3[CH:35]=[CH:34][CH:33]=[CH:32][C:31]3=[O:36])=[CH:26][C:25]=2[F:37])[CH2:8]1)C.[OH-].[Na+]. Product: [Cl:20][C:17]1[S:16][C:15]([C:13]([NH:12][C@H:11]2[CH2:10][N:9]([CH2:21][C:22](=[O:38])[NH:23][C:24]3[CH:29]=[CH:28][C:27]([N:30]4[CH:35]=[CH:34][CH:33]=[CH:32][C:31]4=[O:36])=[CH:26][C:25]=3[F:37])[CH2:8][C@@H:7]2[O:6][CH2:5][C:4]([OH:39])=[O:3])=[O:14])=[CH:19][CH:18]=1. The catalyst class is: 1. (9) Reactant: [CH3:1][CH2:2][CH2:3][CH2:4][CH2:5][CH2:6][CH2:7][CH2:8][CH2:9][CH2:10][CH2:11][CH2:12][CH2:13]/[CH:14]=[CH:15]/[C@@H:16]([OH:21])[C@@H:17]([NH2:20])[CH2:18][OH:19].C(O[C:26](=[O:28])[CH3:27])(=O)C. Product: [C:18]([C:1]([C:26](=[O:28])[CH3:27])([C:16](=[O:21])[CH3:15])[CH2:2][CH2:3][CH2:4][CH2:5][CH2:6][CH2:7][CH2:8][CH2:9][CH2:10][CH2:11][CH2:12][CH2:13]/[CH:14]=[CH:15]/[C@@H:16]([OH:21])[C@@H:17]([NH2:20])[CH2:18][OH:19])(=[O:19])[CH3:17]. The catalyst class is: 17.